This data is from Peptide-MHC class I binding affinity with 185,985 pairs from IEDB/IMGT. The task is: Regression. Given a peptide amino acid sequence and an MHC pseudo amino acid sequence, predict their binding affinity value. This is MHC class I binding data. (1) The peptide sequence is SPREECGVF. The MHC is HLA-B15:09 with pseudo-sequence HLA-B15:09. The binding affinity (normalized) is 0.0847. (2) The peptide sequence is SVDAMIHKTY. The MHC is HLA-A68:01 with pseudo-sequence HLA-A68:01. The binding affinity (normalized) is 0.387. (3) The peptide sequence is KSLGIDQIW. The MHC is HLA-B08:01 with pseudo-sequence HLA-B08:01. The binding affinity (normalized) is 0.0847. (4) The peptide sequence is LATCAEML. The MHC is Mamu-A01 with pseudo-sequence Mamu-A01. The binding affinity (normalized) is 0.243. (5) The peptide sequence is TLLIGAVVSV. The MHC is HLA-A02:02 with pseudo-sequence HLA-A02:02. The binding affinity (normalized) is 0.508. (6) The peptide sequence is SRSKPAAMY. The MHC is HLA-B58:01 with pseudo-sequence HLA-B58:01. The binding affinity (normalized) is 0.0847. (7) The peptide sequence is TPPIITEAIF. The MHC is Mamu-A01 with pseudo-sequence Mamu-A01. The binding affinity (normalized) is 0.539. (8) The peptide sequence is SSFRHWFI. The MHC is H-2-Db with pseudo-sequence H-2-Db. The binding affinity (normalized) is 0.328. (9) The peptide sequence is IVDCLTEMYY. The MHC is HLA-A11:01 with pseudo-sequence HLA-A11:01. The binding affinity (normalized) is 0.506.